Dataset: Full USPTO retrosynthesis dataset with 1.9M reactions from patents (1976-2016). Task: Predict the reactants needed to synthesize the given product. (1) The reactants are: CN(C)C=O.[NH2:6][C:7]1[CH:12]=[CH:11][CH:10]=[C:9]([Cl:13])[N:8]=1.[I:14]N1C(=O)CCC1=O. Given the product [Cl:13][C:9]1[N:8]=[C:7]([NH2:6])[CH:12]=[CH:11][C:10]=1[I:14], predict the reactants needed to synthesize it. (2) Given the product [CH3:1][C:2]1[CH:3]=[C:4]([C:8]2[CH:13]=[CH:12][C:11]([CH2:14][N:15]3[CH2:16][CH2:17][NH:18][CH2:19][CH2:20]3)=[C:10]([O:28][C:29]3[CH:34]=[CH:33][CH:32]=[CH:31][CH:30]=3)[CH:9]=2)[CH:5]=[CH:6][CH:7]=1, predict the reactants needed to synthesize it. The reactants are: [CH3:1][C:2]1[CH:3]=[C:4]([C:8]2[CH:13]=[CH:12][C:11]([CH2:14][N:15]3[CH2:20][CH2:19][N:18](C(OC(C)(C)C)=O)[CH2:17][CH2:16]3)=[C:10]([O:28][C:29]3[CH:34]=[CH:33][CH:32]=[CH:31][CH:30]=3)[CH:9]=2)[CH:5]=[CH:6][CH:7]=1.FC(F)(F)C(O)=O. (3) The reactants are: [H-].[Na+].[CH3:3][CH2:4][O:5][C:6]([CH:8]1[C:12](=O)[CH2:11][CH2:10][CH2:9]1)=[O:7].FC(F)(F)S(OS(C(F)(F)F)(=O)=O)(=O)=O.[Cl-].[NH4+].FC(F)(F)S(OC1CCCC=1C(OCC)=O)(=O)=O.[C:49]([C:51]1([OH:66])[C:62]([CH3:64])([CH3:63])[CH2:61][C:54]2([O:58][CH:57]([CH3:59])[CH:56]([CH3:60])[O:55]2)[CH:53]=[C:52]1[CH3:65])#[CH:50].C(NC(C)C)(C)C. Given the product [OH:66][C:51]1([C:49]#[C:50][C:12]2[CH2:11][CH2:10][CH2:9][C:8]=2[C:6]([O:5][CH2:4][CH3:3])=[O:7])[C:62]([CH3:64])([CH3:63])[CH2:61][C:54]2([O:55][CH:56]([CH3:60])[CH:57]([CH3:59])[O:58]2)[CH:53]=[C:52]1[CH3:65], predict the reactants needed to synthesize it. (4) Given the product [CH:14]([N:1]1[C:9]2[C:4](=[CH:5][CH:6]=[CH:7][CH:8]=2)[C:3](=[O:10])[C:2]1=[O:11])([CH3:15])[CH3:13], predict the reactants needed to synthesize it. The reactants are: [NH:1]1[C:9]2[C:4](=[CH:5][CH:6]=[CH:7][CH:8]=2)[C:3](=[O:10])[C:2]1=[O:11].I[CH2:13][CH2:14][CH3:15].C(=O)([O-])[O-].[K+].[K+]. (5) The reactants are: Br[CH2:2][C:3]([C:5]1[CH:10]=[CH:9][CH:8]=[CH:7][CH:6]=1)=O.[NH2:11][C:12]1[N:21]=[CH:20][CH:19]=[CH:18][C:13]=1[C:14]([O:16][CH3:17])=[O:15]. Given the product [C:5]1([C:3]2[N:11]=[C:12]3[C:13]([C:14]([O:16][CH3:17])=[O:15])=[CH:18][CH:19]=[CH:20][N:21]3[CH:2]=2)[CH:10]=[CH:9][CH:8]=[CH:7][CH:6]=1, predict the reactants needed to synthesize it. (6) Given the product [OH:15][CH:13]([C:3]1[O:4][C:5](=[O:12])[C:6]2[C:11]([C:2]=1[C:28]1[CH:29]=[CH:24][CH:25]=[C:26]([CH:30]3[O:31][C:32]([CH3:38])([CH3:37])[C:33]([CH3:36])([CH3:35])[O:34]3)[CH:27]=1)=[CH:10][CH:9]=[CH:8][CH:7]=2)[CH3:14], predict the reactants needed to synthesize it. The reactants are: Br[C:2]1[C:11]2[C:6](=[CH:7][CH:8]=[CH:9][CH:10]=2)[C:5](=[O:12])[O:4][C:3]=1[CH:13]([OH:15])[CH3:14].CC1(C)C(C)(C)OB([C:24]2[CH:29]=[CH:28][CH:27]=[C:26]([CH:30]3[O:34][C:33]([CH3:36])([CH3:35])[C:32]([CH3:38])([CH3:37])[O:31]3)[CH:25]=2)O1.[O-]P([O-])([O-])=O.[K+].[K+].[K+].O. (7) Given the product [Cl:1][C:2]1[CH:7]=[CH:6][C:5]([CH:8]([C:10]2[CH:15]=[CH:14][C:13]([Cl:16])=[CH:12][CH:11]=2)[N:18]2[CH2:19][CH:20]3[CH:21]([CH2:22][NH:23][CH2:24]3)[CH2:17]2)=[CH:4][CH:3]=1, predict the reactants needed to synthesize it. The reactants are: [Cl:1][C:2]1[CH:7]=[CH:6][C:5]([CH:8]([C:10]2[CH:15]=[CH:14][C:13]([Cl:16])=[CH:12][CH:11]=2)O)=[CH:4][CH:3]=1.[CH2:17]1[CH:21]2[CH2:22][NH:23][CH2:24][CH:20]2[CH2:19][N:18]1C(OC(C)(C)C)=O. (8) Given the product [NH2:1][C:2]([NH:4][C:5]1[C:6]([C:26]([NH2:28])=[O:27])=[N:7][N:8]([C:10]2[CH:15]=[CH:14][C:13]([C:16]3[CH:21]=[CH:20][C:19]([O:22][CH2:30][C:31]([NH2:33])=[O:32])=[CH:18][CH:17]=3)=[C:12]([O:23][CH2:24][CH3:25])[CH:11]=2)[CH:9]=1)=[O:3], predict the reactants needed to synthesize it. The reactants are: [NH2:1][C:2]([NH:4][C:5]1[C:6]([C:26]([NH2:28])=[O:27])=[N:7][N:8]([C:10]2[CH:15]=[CH:14][C:13]([C:16]3[CH:21]=[CH:20][C:19]([OH:22])=[CH:18][CH:17]=3)=[C:12]([O:23][CH2:24][CH3:25])[CH:11]=2)[CH:9]=1)=[O:3].Br[CH2:30][C:31]([NH2:33])=[O:32].CN(C=O)C.C(=O)([O-])[O-].[K+].[K+]. (9) The reactants are: Cl[C:2](OC1C=CC([N+]([O-])=O)=CC=1)=[O:3].[NH2:14][C:15]1[C:20]([C:21]([F:24])([F:23])[F:22])=[CH:19][C:18]([CH2:25][C@@H:26]([OH:32])[C:27]([O:29][CH2:30][CH3:31])=[O:28])=[CH:17][C:16]=1[Cl:33].[NH:34]1[CH2:39][CH2:38][CH:37]([N:40]2[CH2:46][CH2:45][C:44]3[CH:47]=[CH:48][CH:49]=[CH:50][C:43]=3[NH:42][C:41]2=[O:51])[CH2:36][CH2:35]1. Given the product [O:51]=[C:41]1[NH:42][C:43]2[CH:50]=[CH:49][CH:48]=[CH:47][C:44]=2[CH2:45][CH2:46][N:40]1[CH:37]1[CH2:36][CH2:35][N:34]([C:2]([O:32][C@@H:26]([C:27]([O:29][CH2:30][CH3:31])=[O:28])[CH2:25][C:18]2[CH:19]=[C:20]([C:21]([F:22])([F:23])[F:24])[C:15]([NH2:14])=[C:16]([Cl:33])[CH:17]=2)=[O:3])[CH2:39][CH2:38]1, predict the reactants needed to synthesize it. (10) Given the product [CH3:14][O:13][C:9]1[CH:8]=[C:7]2[C:12](=[CH:11][CH:10]=1)[N:4]([CH2:3][CH2:2][NH:26][CH3:25])[C:5]([C:17]1[C:18]([CH3:24])=[N:19][N:20]([CH3:23])[C:21]=1[CH3:22])=[C:6]2[CH:15]=[O:16], predict the reactants needed to synthesize it. The reactants are: Cl[CH2:2][CH2:3][N:4]1[C:12]2[C:7](=[CH:8][C:9]([O:13][CH3:14])=[CH:10][CH:11]=2)[C:6]([CH:15]=[O:16])=[C:5]1[C:17]1[C:18]([CH3:24])=[N:19][N:20]([CH3:23])[C:21]=1[CH3:22].[CH3:25][NH2:26].Cl.